From a dataset of Forward reaction prediction with 1.9M reactions from USPTO patents (1976-2016). Predict the product of the given reaction. Given the reactants [CH3:1][C:2]([CH3:21])([CH3:20])[C:3]([C:5]1[O:6][C:7]2[CH:17]=[CH:16][C:15]([O:18][CH3:19])=[CH:14][C:8]=2[C:9]=1[CH2:10][C:11](O)=[O:12])=[O:4].C1C=CC2N(O)N=NC=2C=1.[CH2:32]1[C@H:41]2[C@@H:36]([CH2:37][CH2:38][CH2:39][CH2:40]2)[CH2:35][CH2:34][NH:33]1.CCN(C(C)C)C(C)C, predict the reaction product. The product is: [CH3:19][O:18][C:15]1[CH:16]=[CH:17][C:7]2[O:6][C:5]([C:3](=[O:4])[C:2]([CH3:21])([CH3:1])[CH3:20])=[C:9]([CH2:10][C:11]([N:33]3[CH2:34][CH2:35][C@H:36]4[C@@H:41]([CH2:40][CH2:39][CH2:38][CH2:37]4)[CH2:32]3)=[O:12])[C:8]=2[CH:14]=1.